The task is: Regression. Given two drug SMILES strings and cell line genomic features, predict the synergy score measuring deviation from expected non-interaction effect.. This data is from NCI-60 drug combinations with 297,098 pairs across 59 cell lines. (1) Drug 1: CN(C)N=NC1=C(NC=N1)C(=O)N. Drug 2: CC12CCC3C(C1CCC2OP(=O)(O)O)CCC4=C3C=CC(=C4)OC(=O)N(CCCl)CCCl.[Na+]. Cell line: EKVX. Synergy scores: CSS=-5.28, Synergy_ZIP=0.133, Synergy_Bliss=-3.67, Synergy_Loewe=-6.15, Synergy_HSA=-5.28. (2) Drug 1: C1CCN(CC1)CCOC2=CC=C(C=C2)C(=O)C3=C(SC4=C3C=CC(=C4)O)C5=CC=C(C=C5)O. Drug 2: CCN(CC)CCCC(C)NC1=C2C=C(C=CC2=NC3=C1C=CC(=C3)Cl)OC. Cell line: OVCAR-5. Synergy scores: CSS=38.8, Synergy_ZIP=1.88, Synergy_Bliss=1.91, Synergy_Loewe=-1.70, Synergy_HSA=-1.19. (3) Drug 1: C1=CC=C(C=C1)NC(=O)CCCCCCC(=O)NO. Drug 2: CN(CCCl)CCCl.Cl. Cell line: SW-620. Synergy scores: CSS=25.6, Synergy_ZIP=-9.37, Synergy_Bliss=0.481, Synergy_Loewe=-3.67, Synergy_HSA=0.923. (4) Drug 1: CC1=C2C(C(=O)C3(C(CC4C(C3C(C(C2(C)C)(CC1OC(=O)C(C(C5=CC=CC=C5)NC(=O)OC(C)(C)C)O)O)OC(=O)C6=CC=CC=C6)(CO4)OC(=O)C)OC)C)OC. Drug 2: CN(CCCl)CCCl.Cl. Cell line: LOX IMVI. Synergy scores: CSS=22.6, Synergy_ZIP=-8.43, Synergy_Bliss=-9.45, Synergy_Loewe=-20.4, Synergy_HSA=-5.33. (5) Drug 1: C1CC(=O)NC(=O)C1N2CC3=C(C2=O)C=CC=C3N. Drug 2: CC=C1C(=O)NC(C(=O)OC2CC(=O)NC(C(=O)NC(CSSCCC=C2)C(=O)N1)C(C)C)C(C)C. Cell line: SNB-19. Synergy scores: CSS=59.1, Synergy_ZIP=2.94, Synergy_Bliss=1.98, Synergy_Loewe=-44.1, Synergy_HSA=4.23.